This data is from Full USPTO retrosynthesis dataset with 1.9M reactions from patents (1976-2016). The task is: Predict the reactants needed to synthesize the given product. (1) Given the product [CH3:11][C:7]1[S:8][CH:9]=[CH:10][C:6]=1[C:4](=[O:5])[CH3:13], predict the reactants needed to synthesize it. The reactants are: CON(C)[C:4]([C:6]1[CH:10]=[CH:9][S:8][C:7]=1[CH3:11])=[O:5].[CH3:13][Mg]Cl.O1CCCC1.[Cl-].[NH4+]. (2) Given the product [Cl:17][C:4]1[C:5](=[O:16])[N:6]([C:10]2[CH:15]=[CH:14][CH:13]=[CH:12][CH:11]=2)[N:7]([CH2:8][CH3:9])[C:3]=1[CH2:2][N:19]1[CH2:24][CH2:23][C:22](=[O:25])[CH2:21][CH2:20]1, predict the reactants needed to synthesize it. The reactants are: Br[CH2:2][CH:3]1[N:7]([CH2:8][CH3:9])[N:6]([C:10]2[CH:15]=[CH:14][CH:13]=[CH:12][CH:11]=2)[C:5](=[O:16])[CH:4]1[Cl:17].Cl.[NH:19]1[CH2:24][CH2:23][C:22](O)([OH:25])[CH2:21][CH2:20]1.C(=O)([O-])[O-].[K+].[K+]. (3) Given the product [CH3:20][C:21]1[CH:22]=[C:23]([CH:27]=[CH:28][CH:29]=1)[C:24]([NH:1][C:2]1[CH:3]=[C:4]([C:8]#[C:9][C:10]2[CH:11]=[N:12][CH:13]=[C:14]([CH:19]=2)[C:15]([O:17][CH3:18])=[O:16])[CH:5]=[CH:6][CH:7]=1)=[O:25], predict the reactants needed to synthesize it. The reactants are: [NH2:1][C:2]1[CH:3]=[C:4]([C:8]#[C:9][C:10]2[CH:11]=[N:12][CH:13]=[C:14]([CH:19]=2)[C:15]([O:17][CH3:18])=[O:16])[CH:5]=[CH:6][CH:7]=1.[CH3:20][C:21]1[CH:22]=[C:23]([CH:27]=[CH:28][CH:29]=1)[C:24](O)=[O:25]. (4) Given the product [C:1]([O:5][C@@H:6]([C:12]1[C:13]([CH3:64])=[N:14][C:15]2[N:16]([N:50]=[C:51]([CH:53]=[CH:54][CH2:55][C:56]3[CH:61]=[CH:60][C:59]([F:62])=[CH:58][C:57]=3[OH:63])[CH:52]=2)[C:17]=1[N:18]1[CH2:23][CH2:22][C:21]([O:25][CH2:26][CH2:27][CH2:28][CH2:29][C@H:30]([OH:32])[CH3:31])([CH3:24])[CH2:20][CH2:19]1)[C:7]([O:9][CH2:10][CH3:11])=[O:8])([CH3:2])([CH3:3])[CH3:4], predict the reactants needed to synthesize it. The reactants are: [C:1]([O:5][C@@H:6]([C:12]1[C:13]([CH3:64])=[N:14][C:15]2[N:16]([N:50]=[C:51]([CH:53]=[CH:54][CH2:55][C:56]3[CH:61]=[CH:60][C:59]([F:62])=[CH:58][C:57]=3[OH:63])[CH:52]=2)[C:17]=1[N:18]1[CH2:23][CH2:22][C:21]([O:25][CH2:26][CH2:27][CH2:28][CH2:29][C@H:30]([O:32][Si](C(C)(C)C)(C2C=CC=CC=2)C2C=CC=CC=2)[CH3:31])([CH3:24])[CH2:20][CH2:19]1)[C:7]([O:9][CH2:10][CH3:11])=[O:8])([CH3:4])([CH3:3])[CH3:2].CCCC[N+](CCCC)(CCCC)CCCC.[F-]. (5) Given the product [CH2:10]([N:5]1[CH:6]=[C:2]([Br:1])[C:3]([CH3:7])=[N:4]1)[C:11]1[CH:16]=[CH:15][CH:14]=[CH:13][CH:12]=1, predict the reactants needed to synthesize it. The reactants are: [Br:1][C:2]1[C:3]([CH3:7])=[N:4][NH:5][CH:6]=1.[H-].[Na+].[CH2:10](Br)[C:11]1[CH:16]=[CH:15][CH:14]=[CH:13][CH:12]=1. (6) Given the product [NH2:3][CH2:12][C:13]1[CH:14]=[N:15][C:16]([CH3:22])=[C:17]([O:20][CH3:21])[C:18]=1[CH3:19], predict the reactants needed to synthesize it. The reactants are: O=C1C2C(=CC=CC=2)C(=O)[N:3]1[CH2:12][C:13]1[CH:14]=[N:15][C:16]([CH3:22])=[C:17]([O:20][CH3:21])[C:18]=1[CH3:19].NN.